Dataset: Full USPTO retrosynthesis dataset with 1.9M reactions from patents (1976-2016). Task: Predict the reactants needed to synthesize the given product. (1) Given the product [ClH:32].[NH2:7][CH2:8][CH2:9][CH2:10][NH:11][CH2:12][C:13]([NH:14][C:15]1[CH:28]=[CH:27][C:26]2[NH:25][C:24](=[O:29])[C:23]3[C:18](=[CH:19][CH:20]=[CH:21][CH:22]=3)[C:17]=2[CH:16]=1)=[O:30], predict the reactants needed to synthesize it. The reactants are: C(OC(=O)[NH:7][CH2:8][CH2:9][CH2:10][NH:11][CH2:12][C:13](=[O:30])[NH:14][C:15]1[CH:28]=[CH:27][C:26]2[NH:25][C:24](=[O:29])[C:23]3[C:18](=[CH:19][CH:20]=[CH:21][CH:22]=3)[C:17]=2[CH:16]=1)(C)(C)C.[ClH:32]. (2) Given the product [OH:2][C:3]1[CH:4]=[C:5]([C:14]2[CH:18]=[C:17]([C:19]3[C:20]([C:26]([F:27])([F:29])[F:28])=[N+:21]([O-:25])[CH:22]=[CH:23][CH:24]=3)[O:16][N:15]=2)[CH:6]=[C:7]([N+:11]([O-:13])=[O:12])[C:8]=1[OH:9], predict the reactants needed to synthesize it. The reactants are: C[O:2][C:3]1[CH:4]=[C:5]([C:14]2[CH:18]=[C:17]([C:19]3[C:20]([C:26]([F:29])([F:28])[F:27])=[N+:21]([O-:25])[CH:22]=[CH:23][CH:24]=3)[O:16][N:15]=2)[CH:6]=[C:7]([N+:11]([O-:13])=[O:12])[C:8]=1[O:9]C.B(Br)(Br)Br. (3) The reactants are: [CH:1]1([CH2:4][O:5][C:6]2[C:7]([CH3:14])=[CH:8][C:9]([CH:12]=O)=[N:10][CH:11]=2)[CH2:3][CH2:2]1.[CH3:15][C:16]([S@:19]([NH2:21])=[O:20])([CH3:18])[CH3:17]. Given the product [CH:1]1([CH2:4][O:5][C:6]2[C:7]([CH3:14])=[CH:8][C:9](/[CH:12]=[N:21]/[S@@:19]([C:16]([CH3:18])([CH3:17])[CH3:15])=[O:20])=[N:10][CH:11]=2)[CH2:3][CH2:2]1, predict the reactants needed to synthesize it. (4) The reactants are: [F:1][C:2]1[C:3]([O:36][CH3:37])=[C:4]([CH:8]([CH2:34][CH3:35])[CH2:9][C:10]([CH:16]=NC2C=CC=C3C=2C(C2C=CC(F)=CC=2)=NN3)([OH:15])[C:11]([F:14])([F:13])[F:12])[CH:5]=[CH:6][CH:7]=1.B(Br)(Br)Br.C([O-])(O)=[O:43].[Na+]. Given the product [F:1][C:2]1[C:3]([O:36][CH3:37])=[C:4]([CH:8]([CH2:34][CH3:35])[CH2:9][C:10]([OH:15])([C:11]([F:12])([F:13])[F:14])[CH:16]=[O:43])[CH:5]=[CH:6][CH:7]=1, predict the reactants needed to synthesize it. (5) Given the product [CH3:1][O:2][C:3]([C:5]1[C:13]2[C:8](=[CH:9][CH:10]=[CH:11][CH:12]=2)[N:7]([C:32](=[S:33])[NH2:31])[N:6]=1)=[O:4], predict the reactants needed to synthesize it. The reactants are: [CH3:1][O:2][C:3]([C:5]1[C:13]2[C:8](=[CH:9][CH:10]=[CH:11][CH:12]=2)[NH:7][N:6]=1)=[O:4].C([N:31]=[C:32]=[S:33])(OCC1C2C(=CC=CC=2)C2C1=CC=CC=2)=O.C(NCC)C. (6) Given the product [CH2:8]([O:11][C:12]1[CH:17]=[C:16]([C:18]([F:19])([F:20])[F:21])[CH:15]=[CH:14][C:13]=1[S:22][CH:24]1[CH2:25][CH2:26][N:27]([C:30]2[CH:35]=[CH:34][C:33]([C:36]([F:39])([F:38])[F:37])=[CH:32][N:31]=2)[CH2:28][CH2:29]1)[CH2:9][CH3:10], predict the reactants needed to synthesize it. The reactants are: [H-].[Na+].CN(C=O)C.[CH2:8]([O:11][C:12]1[CH:17]=[C:16]([C:18]([F:21])([F:20])[F:19])[CH:15]=[CH:14][C:13]=1[SH:22])[CH2:9][CH3:10].Br[CH:24]1[CH2:29][CH2:28][N:27]([C:30]2[CH:35]=[CH:34][C:33]([C:36]([F:39])([F:38])[F:37])=[CH:32][N:31]=2)[CH2:26][CH2:25]1.